This data is from TCR-epitope binding with 47,182 pairs between 192 epitopes and 23,139 TCRs. The task is: Binary Classification. Given a T-cell receptor sequence (or CDR3 region) and an epitope sequence, predict whether binding occurs between them. (1) The epitope is IQYIDIGNY. The TCR CDR3 sequence is CASSSPSSRGLETQYF. Result: 0 (the TCR does not bind to the epitope). (2) The epitope is YLKLTDNVYIK. The TCR CDR3 sequence is CASSYGQGVGELFF. Result: 0 (the TCR does not bind to the epitope). (3) The epitope is SEISMDNSPNL. The TCR CDR3 sequence is CASSLWGDEGTDTQYF. Result: 0 (the TCR does not bind to the epitope). (4) The epitope is GTSGSPIVNR. The TCR CDR3 sequence is CASSLRLAGDNEQFF. Result: 0 (the TCR does not bind to the epitope). (5) The epitope is FTISVTTEIL. The TCR CDR3 sequence is CASSQGQGINEQYF. Result: 0 (the TCR does not bind to the epitope).